From a dataset of Catalyst prediction with 721,799 reactions and 888 catalyst types from USPTO. Predict which catalyst facilitates the given reaction. (1) Reactant: [CH:1]([C:4]1[N:26]=[C:7]2[CH:8]=[C:9]([NH:12][C:13]([C:15]3[N:19]([CH3:20])[N:18]=[CH:17][C:16]=3[C:21]([O:23]CC)=[O:22])=[O:14])[CH:10]=[CH:11][N:6]2[N:5]=1)([CH3:3])[CH3:2].O.[OH-].[Li+]. Product: [CH:1]([C:4]1[N:26]=[C:7]2[CH:8]=[C:9]([NH:12][C:13]([C:15]3[N:19]([CH3:20])[N:18]=[CH:17][C:16]=3[C:21]([OH:23])=[O:22])=[O:14])[CH:10]=[CH:11][N:6]2[N:5]=1)([CH3:3])[CH3:2]. The catalyst class is: 24. (2) Reactant: [NH2:1][C:2]1[CH:12]=[CH:11][C:5]([C:6]([O:8][CH2:9][CH3:10])=[O:7])=[CH:4][CH:3]=1.N1C=CC=CC=1.[F:19][C:20]1[C:25]2=[N:26][S:27][N:28]=[C:24]2[C:23]([S:29](Cl)(=[O:31])=[O:30])=[CH:22][CH:21]=1. Product: [F:19][C:20]1[C:25]2=[N:26][S:27][N:28]=[C:24]2[C:23]([S:29]([NH:1][C:2]2[CH:3]=[CH:4][C:5]([C:6]([O:8][CH2:9][CH3:10])=[O:7])=[CH:11][CH:12]=2)(=[O:30])=[O:31])=[CH:22][CH:21]=1. The catalyst class is: 2. (3) Reactant: [CH2:1]([C:8]1[CH:13]=[CH:12][C:11]([CH2:14][CH:15]([O:21][CH2:22][CH3:23])[C:16]([O:18][CH2:19][CH3:20])=[O:17])=[CH:10][C:9]=1[OH:24])[C:2]1[CH:7]=[CH:6][CH:5]=[CH:4][CH:3]=1.C(=O)([O-])[O-].[K+].[K+].[CH3:31][S:32]([O:35][C:36]1[CH:41]=[CH:40][C:39]([CH2:42][CH2:43]CS([O-])(=O)=O)=[CH:38][CH:37]=1)(=[O:34])=[O:33]. Product: [CH2:1]([C:8]1[CH:13]=[CH:12][C:11]([CH2:14][CH:15]([O:21][CH2:22][CH3:23])[C:16]([O:18][CH2:19][CH3:20])=[O:17])=[CH:10][C:9]=1[O:24][CH2:43][CH2:42][C:39]1[CH:38]=[CH:37][C:36]([O:35][S:32]([CH3:31])(=[O:33])=[O:34])=[CH:41][CH:40]=1)[C:2]1[CH:3]=[CH:4][CH:5]=[CH:6][CH:7]=1. The catalyst class is: 131.